Dataset: Full USPTO retrosynthesis dataset with 1.9M reactions from patents (1976-2016). Task: Predict the reactants needed to synthesize the given product. (1) Given the product [NH2:24][C:22]1[CH:21]=[CH:20][C:3]([O:4][C:5]2[N:10]=[CH:9][N:8]=[C:7]([NH:11][C:12]([N:14]3[CH2:19][CH2:18][CH2:17][CH2:16][CH2:15]3)=[O:13])[CH:6]=2)=[C:2]([F:1])[CH:23]=1, predict the reactants needed to synthesize it. The reactants are: [F:1][C:2]1[CH:23]=[C:22]([N+:24]([O-])=O)[CH:21]=[CH:20][C:3]=1[O:4][C:5]1[N:10]=[CH:9][N:8]=[C:7]([NH:11][C:12]([N:14]2[CH2:19][CH2:18][CH2:17][CH2:16][CH2:15]2)=[O:13])[CH:6]=1.[Cl-].[NH4+].C(OCC)(=O)C.O1CCCC1. (2) Given the product [I:39][CH2:2][CH2:3][C@H:4]1[CH2:6][C@H:5]1[CH:7]1[CH2:12][CH2:11][N:10]([C:13]([O:15][C:16]([CH3:19])([CH3:18])[CH3:17])=[O:14])[CH2:9][CH2:8]1, predict the reactants needed to synthesize it. The reactants are: O[CH2:2][CH2:3][C@H:4]1[CH2:6][C@H:5]1[CH:7]1[CH2:12][CH2:11][N:10]([C:13]([O:15][C:16]([CH3:19])([CH3:18])[CH3:17])=[O:14])[CH2:9][CH2:8]1.C1(P(C2C=CC=CC=2)C2C=CC=CC=2)C=CC=CC=1.[I:39]I.N1C=CN=C1.